Dataset: Full USPTO retrosynthesis dataset with 1.9M reactions from patents (1976-2016). Task: Predict the reactants needed to synthesize the given product. (1) Given the product [Cl:22][C:23]1[CH:24]=[C:25]([CH:30]2[CH:36]([CH:37]([OH:38])[CH2:39][S:48][CH3:47])[O:35][CH2:34][CH2:33][N:32]([C:40]([O:42][C:43]([CH3:46])([CH3:45])[CH3:44])=[O:41])[CH2:31]2)[CH:26]=[CH:27][C:28]=1[Cl:29], predict the reactants needed to synthesize it. The reactants are: ClC1C=C(C2C(C3CO3)OCCN(C([O-])=O)C2)C=CC=1Cl.[Cl:22][C:23]1[CH:24]=[C:25]([CH:30]2[CH:36]([CH:37]3[CH2:39][O:38]3)[O:35][CH2:34][CH2:33][N:32]([C:40]([O:42][C:43]([CH3:46])([CH3:45])[CH3:44])=[O:41])[CH2:31]2)[CH:26]=[CH:27][C:28]=1[Cl:29].[CH3:47][S-:48].[Na+].O. (2) Given the product [Cl:1][C:2]1[CH:7]=[CH:6][C:5]([CH2:8][N:9]2[C:10]([OH:30])=[C:11]([C:26]([NH:57][C:42]3[CH:41]=[N:40][CH:45]=[CH:44][CH:43]=3)=[O:27])[C:12]([OH:25])=[C:13]([C:16]([NH:18][CH2:19][C:20]([OH:22])=[O:21])=[O:17])[C:14]2=[O:15])=[C:4]([CH3:31])[CH:3]=1, predict the reactants needed to synthesize it. The reactants are: [Cl:1][C:2]1[CH:7]=[CH:6][C:5]([CH2:8][N:9]2[C:14](=[O:15])[C:13]([C:16]([NH:18][CH2:19][C:20]([O:22]CC)=[O:21])=[O:17])=[C:12]([OH:25])[C:11]([C:26](OC)=[O:27])=[C:10]2[OH:30])=[C:4]([CH3:31])[CH:3]=1.ClC1C=CC(C[N:40]2[C:45](=O)[CH:44]=[C:43](O)[C:42](C(OC)=O)=[C:41]2O)=C(C)C=1.C([N:57](C(C)C)CC)(C)C.N(CC(OCC)=O)=C=O. (3) Given the product [CH3:4][C:2](=[CH2:3])[C:1]([O:6][CH3:7])=[O:5].[C:8]([O:13][CH2:14][CH2:15][O:16][C:17](=[O:22])[CH2:18][C:19]([CH3:21])=[O:20])(=[O:12])[C:9]([CH3:11])=[CH2:10], predict the reactants needed to synthesize it. The reactants are: [C:1]([O:6][CH3:7])(=[O:5])[C:2]([CH3:4])=[CH2:3].[C:8]([O:13][CH2:14][CH2:15][O:16][C:17](=[O:22])[CH2:18][C:19]([CH3:21])=[O:20])(=[O:12])[C:9]([CH3:11])=[CH2:10].N(C(C)(C)C#N)=NC(C)(C)C#N. (4) Given the product [Cl:1][C:2]1[CH:7]=[CH:6][C:5]([C:8]2[CH:13]=[C:12]([CH:14]3[CH2:16][CH2:15]3)[N:11]3[N:17]=[CH:18][C:19]([I:20])=[C:10]3[N:9]=2)=[CH:4][CH:3]=1, predict the reactants needed to synthesize it. The reactants are: [Cl:1][C:2]1[CH:7]=[CH:6][C:5]([C:8]2[CH:13]=[C:12]([CH:14]3[CH2:16][CH2:15]3)[N:11]3[N:17]=[CH:18][CH:19]=[C:10]3[N:9]=2)=[CH:4][CH:3]=1.[I:20]N1C(=O)CCC1=O. (5) Given the product [Cl:1][C:2]1[CH:10]=[C:9]2[C:5]([C:6]([C:20]#[N:21])=[C:7]([C:12]3[CH:13]=[N:14][CH:15]=[C:16]([CH2:18][NH:29][CH2:28][CH2:27][N:22]4[CH2:26][CH2:25][CH2:24][CH2:23]4)[CH:17]=3)[N:8]2[CH3:11])=[CH:4][CH:3]=1, predict the reactants needed to synthesize it. The reactants are: [Cl:1][C:2]1[CH:10]=[C:9]2[C:5]([C:6]([C:20]#[N:21])=[C:7]([C:12]3[CH:13]=[N:14][CH:15]=[C:16]([CH:18]=O)[CH:17]=3)[N:8]2[CH3:11])=[CH:4][CH:3]=1.[N:22]1([CH2:27][CH2:28][NH2:29])[CH2:26][CH2:25][CH2:24][CH2:23]1. (6) The reactants are: [CH2:1]([O:8][C:9]1[CH:14]=[C:13]([C:15]2[O:16][C:17]([CH3:20])=[CH:18][N:19]=2)[CH:12]=[C:11]([O:21]C)[C:10]=1[C:23]1[N:28]=[N:27][C:26]([N:29]([CH3:40])[CH:30]2[CH2:35][C:34]([CH3:37])([CH3:36])[NH:33][C:32]([CH3:39])([CH3:38])[CH2:31]2)=[CH:25][CH:24]=1)C1C=CC=CC=1.[H][H].Cl.CO. Given the product [CH3:1][O:8][C:9]1[C:10]([C:23]2[N:28]=[N:27][C:26]([N:29]([CH3:40])[CH:30]3[CH2:35][C:34]([CH3:36])([CH3:37])[NH:33][C:32]([CH3:39])([CH3:38])[CH2:31]3)=[CH:25][CH:24]=2)=[C:11]([OH:21])[CH:12]=[C:13]([C:15]2[O:16][C:17]([CH3:20])=[CH:18][N:19]=2)[CH:14]=1, predict the reactants needed to synthesize it.